Dataset: Full USPTO retrosynthesis dataset with 1.9M reactions from patents (1976-2016). Task: Predict the reactants needed to synthesize the given product. (1) Given the product [Cl:1][C:2]1[CH:7]=[CH:6][CH:5]=[C:4]([O:8][CH3:9])[C:3]=1[C:10]1[NH:11][C:12]2[C:17]([CH:18]=1)=[CH:16][CH:15]=[C:14]([NH:19][C:22](=[O:23])[C:21]([F:32])([F:31])[F:20])[CH:13]=2, predict the reactants needed to synthesize it. The reactants are: [Cl:1][C:2]1[CH:7]=[CH:6][CH:5]=[C:4]([O:8][CH3:9])[C:3]=1[C:10]1[NH:11][C:12]2[C:17]([CH:18]=1)=[CH:16][CH:15]=[C:14]([NH2:19])[CH:13]=2.[F:20][C:21]([F:32])([F:31])[C:22](O[C:22](=[O:23])[C:21]([F:32])([F:31])[F:20])=[O:23].C(N(CC)CC)C.O. (2) Given the product [CH3:1][O:2][C:3]([C@@H:5]1[CH2:10][CH2:9][C@@H:8]([O:11][Si:12]([C:25]([CH3:28])([CH3:26])[CH3:27])([C:13]2[CH:14]=[CH:15][CH:16]=[CH:17][CH:18]=2)[C:19]2[CH:20]=[CH:21][CH:22]=[CH:23][CH:24]=2)[CH2:7][C@H:6]1[C:29]([OH:31])=[O:30])=[O:4], predict the reactants needed to synthesize it. The reactants are: [CH3:1][O:2][C:3]([C@@H:5]1[CH2:10][CH2:9][C@@H:8]([O:11][Si:12]([C:25]([CH3:28])([CH3:27])[CH3:26])([C:19]2[CH:24]=[CH:23][CH:22]=[CH:21][CH:20]=2)[C:13]2[CH:18]=[CH:17][CH:16]=[CH:15][CH:14]=2)[CH2:7][C@H:6]1[C:29]([O:31]CC1C=CC=CC=1)=[O:30])=[O:4]. (3) Given the product [CH3:21][C:22]1[C:26]([O:10][C:11]2[C:20]3[C:15](=[CH:16][CH:17]=[CH:18][CH:19]=3)[N:14]=[CH:13][N:12]=2)=[C:25]([CH3:30])[O:24][N:23]=1, predict the reactants needed to synthesize it. The reactants are: N1C2C(=NC=CC=2)N([O:10][C:11]2[C:20]3[C:15](=[CH:16][CH:17]=[CH:18][CH:19]=3)[N:14]=[CH:13][N:12]=2)N=1.[CH3:21][C:22]1[C:26](B(O)O)=[C:25]([CH3:30])[O:24][N:23]=1.C([O-])([O-])=O.[Cs+].[Cs+]. (4) Given the product [NH2:1][CH2:4][C:5]1[C:10]2[N:11]=[CH:12][S:13][C:9]=2[CH:8]=[CH:7][CH:6]=1, predict the reactants needed to synthesize it. The reactants are: [N:1]([CH2:4][C:5]1[C:10]2[N:11]=[CH:12][S:13][C:9]=2[CH:8]=[CH:7][CH:6]=1)=[N+]=[N-].N#N. (5) Given the product [NH2:1][C:2]1[CH:9]=[CH:8][C:7]([C:22]2[CH:21]=[CH:20][N:19]=[C:52]([Cl:53])[N:23]=2)=[CH:6][C:3]=1[C:4]#[N:5], predict the reactants needed to synthesize it. The reactants are: [NH2:1][C:2]1[CH:9]=[CH:8][C:7](B2OC(C)(C)C(C)(C)O2)=[CH:6][C:3]=1[C:4]#[N:5].[NH2:19][C:20]1C=CC(Br)=C[C:21]=1[C:22]#[N:23].B1(B2OC(C)(C)C(C)(C)O2)OC(C)(C)C(C)(C)O1.CC([O-])=O.[K+].[CH2:52](Cl)[Cl:53]. (6) Given the product [F:1][C:2]1[CH:7]=[CH:6][C:5]([CH:8]([O:29][CH3:36])[CH2:9][CH2:10][CH2:11][N:12]2[CH2:28][CH2:27][C@@H:15]3[N:16]4[C:25]5[C:24]([C@@H:14]3[CH2:13]2)=[CH:23][CH:22]=[CH:21][C:20]=5[N:19]([CH3:26])[CH2:18][CH2:17]4)=[CH:4][CH:3]=1, predict the reactants needed to synthesize it. The reactants are: [F:1][C:2]1[CH:7]=[CH:6][C:5]([CH:8]([OH:29])[CH2:9][CH2:10][CH2:11][N:12]2[CH2:28][CH2:27][C@@H:15]3[N:16]4[C:25]5[C:24]([C@@H:14]3[CH2:13]2)=[CH:23][CH:22]=[CH:21][C:20]=5[N:19]([CH3:26])[CH2:18][CH2:17]4)=[CH:4][CH:3]=1.CO.B(F)(F)F.[CH2:36](N(CC)CC)C.